This data is from Forward reaction prediction with 1.9M reactions from USPTO patents (1976-2016). The task is: Predict the product of the given reaction. (1) Given the reactants [CH3:1][O:2][CH2:3][CH2:4]Br.[NH:6]1[CH:10]=[N:9][CH:8]=[N:7]1.C(=O)([O-])[O-].[K+].[K+], predict the reaction product. The product is: [CH3:1][O:2][CH2:3][CH2:4][N:6]1[CH:10]=[N:9][CH:8]=[N:7]1. (2) Given the reactants [C:1]([O-:14])(=[O:13])[CH2:25][CH2:26]CCCCCCCCC.[C:1]([O-:14])(=[O:13])CCCCCCCCC[CH2:25][CH3:26].C([Sn+2]CCCCCCCC)CCCCCCC.[C:46]([O:51]CC[N:54]=C=O)(=[O:50])[C:47]([CH3:49])=[CH2:48], predict the reaction product. The product is: [C:46]([OH:51])(=[O:50])[C:47]([CH3:49])=[CH2:48].[NH2:54][C:1]([O:14][CH2:25][CH3:26])=[O:13]. (3) Given the reactants [Cl:1][C:2]1[CH:7]=[CH:6][CH:5]=[CH:4][C:3]=1[C:8]1[C:9]([CH2:23][C:24]([O:26]C)=[O:25])=[C:10]([C:13]2[CH:18]=[CH:17][C:16]([O:19][CH2:20][CH2:21][CH3:22])=[CH:15][CH:14]=2)[S:11][CH:12]=1.[OH-].[Na+].Cl, predict the reaction product. The product is: [Cl:1][C:2]1[CH:7]=[CH:6][CH:5]=[CH:4][C:3]=1[C:8]1[C:9]([CH2:23][C:24]([OH:26])=[O:25])=[C:10]([C:13]2[CH:18]=[CH:17][C:16]([O:19][CH2:20][CH2:21][CH3:22])=[CH:15][CH:14]=2)[S:11][CH:12]=1. (4) The product is: [F:35][C:28]1[CH:29]=[CH:30][CH:31]=[C:32]([O:33][CH3:34])[C:27]=1[C:17]1[O:16][C:12]2[N:13]=[CH:14][N:15]=[C:10]([NH:9][CH2:8][CH2:7][CH2:6][CH2:5][CH2:4][C:3]([OH:36])=[O:2])[C:11]=2[C:18]=1[C:19]1[CH:24]=[CH:23][C:22]([O:25][CH3:26])=[CH:21][CH:20]=1. Given the reactants C[O:2][C:3](=[O:36])[CH2:4][CH2:5][CH2:6][CH2:7][CH2:8][NH:9][C:10]1[C:11]2[C:18]([C:19]3[CH:24]=[CH:23][C:22]([O:25][CH3:26])=[CH:21][CH:20]=3)=[C:17]([C:27]3[C:32]([O:33][CH3:34])=[CH:31][CH:30]=[CH:29][C:28]=3[F:35])[O:16][C:12]=2[N:13]=[CH:14][N:15]=1.[OH-].[Na+].Cl.O, predict the reaction product. (5) Given the reactants Br[C:2]1[CH:10]=[C:9]2[C:5]([CH:6]=[C:7]([C:11]([NH:13][C@@H:14]3[CH2:19][CH2:18][CH2:17][CH2:16][C@@H:15]3[CH3:20])=[O:12])[NH:8]2)=[C:4]([CH3:21])[CH:3]=1.CC(P(C(C)(C)C)C1C(C2C=CC=CC=2)=CC=CC=1)(C)C.C(O[K])(C)(C)C.[NH2:49][C:50]1[CH:55]=[CH:54][CH:53]=[CH:52][CH:51]=1, predict the reaction product. The product is: [CH3:21][C:4]1[CH:3]=[C:2]([NH:49][C:50]2[CH:55]=[CH:54][CH:53]=[CH:52][CH:51]=2)[CH:10]=[C:9]2[C:5]=1[CH:6]=[C:7]([C:11]([NH:13][C@@H:14]1[CH2:19][CH2:18][CH2:17][CH2:16][C@@H:15]1[CH3:20])=[O:12])[NH:8]2. (6) Given the reactants [CH2:1]([C:8]1[CH:9]=[N:10][C:11]2[C:16]([C:17]=1[C:18]1[CH:19]=[C:20]([NH2:24])[CH:21]=[CH:22][CH:23]=1)=[CH:15][CH:14]=[CH:13][C:12]=2[C:25]([F:28])([F:27])[F:26])[C:2]1[CH:7]=[CH:6][CH:5]=[CH:4][CH:3]=1.[CH2:29]([O:31][C:32]1[CH:33]=[C:34]([CH:37]=[CH:38][C:39]=1[O:40][CH3:41])[CH:35]=O)[CH3:30], predict the reaction product. The product is: [CH2:1]([C:8]1[CH:9]=[N:10][C:11]2[C:16]([C:17]=1[C:18]1[CH:19]=[C:20]([NH:24][CH2:35][C:34]3[CH:37]=[CH:38][C:39]([O:40][CH3:41])=[C:32]([O:31][CH2:29][CH3:30])[CH:33]=3)[CH:21]=[CH:22][CH:23]=1)=[CH:15][CH:14]=[CH:13][C:12]=2[C:25]([F:28])([F:26])[F:27])[C:2]1[CH:3]=[CH:4][CH:5]=[CH:6][CH:7]=1.